This data is from Catalyst prediction with 721,799 reactions and 888 catalyst types from USPTO. The task is: Predict which catalyst facilitates the given reaction. (1) Reactant: Br[C:2]1[CH:7]=[CH:6][C:5]([N+:8]([O-:10])=[O:9])=[CH:4][N:3]=1.[CH2:11]([O:13][C:14](=[O:21])[CH2:15][C:16]([O:18][CH2:19][CH3:20])=[O:17])[CH3:12].N1C=CC=CC=1C(O)=O.O. Product: [N+:8]([C:5]1[CH:6]=[CH:7][C:2]([CH:15]([C:14]([O:13][CH2:11][CH3:12])=[O:21])[C:16]([O:18][CH2:19][CH3:20])=[O:17])=[N:3][CH:4]=1)([O-:10])=[O:9]. The catalyst class is: 185. (2) Reactant: [NH:1]1[CH2:7][C:5](=[O:6])[NH:4][C:2]1=[O:3].[H-].[Na+].Br[CH2:11][CH2:12][CH2:13][CH2:14][Cl:15].Cl. Product: [Cl:15][CH2:14][CH2:13][CH2:12][CH2:11][N:4]1[C:5](=[O:6])[CH2:7][NH:1][C:2]1=[O:3]. The catalyst class is: 9. (3) Reactant: [CH2:1]([O:5][C:6]1[C:7]([CH2:13][N:14]2[C:22]3[C:17](=[CH:18][C:19]([C:23]([OH:25])=[O:24])=[CH:20][CH:21]=3)[CH:16]=[N:15]2)=N[C:9]([CH3:12])=[CH:10][CH:11]=1)[CH:2]([CH3:4])[CH3:3].[CH2:26]1COCC1.[F:31][CH:32]([F:35])[CH2:33][OH:34].C1(P(C2C=CC=CC=2)C2C=CC=CC=2)C=CC=CC=1. Product: [CH3:26][O:25][C:23]([C:19]1[CH:18]=[C:17]2[C:22](=[CH:21][CH:20]=1)[N:14]([CH2:13][C:7]1[CH:12]=[C:9]([O:34][CH2:33][CH:32]([F:35])[F:31])[CH:10]=[CH:11][C:6]=1[O:5][CH2:1][CH:2]([CH3:4])[CH3:3])[N:15]=[CH:16]2)=[O:24]. The catalyst class is: 11. (4) Reactant: C([O:5][C:6](=[O:36])[CH2:7][CH2:8][N:9]1[CH2:14][CH2:13][CH:12]([C:15]2[CH:20]=[CH:19][C:18]([CH2:21][O:22][C:23]3[CH:28]=[CH:27][C:26]([CH:29]4[CH2:34][CH2:33][S:32][CH2:31][CH2:30]4)=[C:25]([CH3:35])[CH:24]=3)=[CH:17][CH:16]=2)[CH2:11][CH2:10]1)(C)(C)C.C([SiH](CC)CC)C.C(O)(C(F)(F)F)=O. Product: [CH3:35][C:25]1[CH:24]=[C:23]([CH:28]=[CH:27][C:26]=1[CH:29]1[CH2:34][CH2:33][S:32][CH2:31][CH2:30]1)[O:22][CH2:21][C:18]1[CH:19]=[CH:20][C:15]([CH:12]2[CH2:11][CH2:10][N:9]([CH2:8][CH2:7][C:6]([OH:36])=[O:5])[CH2:14][CH2:13]2)=[CH:16][CH:17]=1. The catalyst class is: 2. (5) Reactant: C([N:8](CC1C=CC=CC=1)[C@@H:9]([CH2:32][C:33]1[CH:38]=[CH:37][CH:36]=[CH:35][CH:34]=1)[C@@H:10]([C@@H:12]1[N:17](C(OCC2C=CC=CC=2)=O)[CH2:16][CH2:15][N:14]([CH2:28][CH2:29][CH3:30])[C:13]1=[O:31])[OH:11])C1C=CC=CC=1.[H][H]. Product: [NH2:8][C@@H:9]([CH2:32][C:33]1[CH:34]=[CH:35][CH:36]=[CH:37][CH:38]=1)[C@@H:10]([C@@H:12]1[NH:17][CH2:16][CH2:15][N:14]([CH2:28][CH2:29][CH3:30])[C:13]1=[O:31])[OH:11]. The catalyst class is: 293. (6) Reactant: Cl[C:2]1[C:3]2[C:4](=[CH:13][N:14](CC3C=CC(OC)=CC=3)[N:15]=2)[N:5]=[C:6]([C:8]2[S:9][CH:10]=[CH:11][CH:12]=2)[N:7]=1.[NH:25]1[C:33]2[C:28](=[CH:29][CH:30]=[C:31]([NH2:34])[CH:32]=2)[CH:27]=[N:26]1.Cl. Product: [NH:25]1[C:33]2[C:28](=[CH:29][CH:30]=[C:31]([NH:34][C:2]3[C:3]4[NH:15][N:14]=[CH:13][C:4]=4[N:5]=[C:6]([C:8]4[S:9][CH:10]=[CH:11][CH:12]=4)[N:7]=3)[CH:32]=2)[CH:27]=[N:26]1. The catalyst class is: 71. (7) Reactant: [NH:1]1[CH2:6][CH2:5][O:4][CH2:3][CH2:2]1.[F:7][C:8]1[CH:13]=[CH:12][CH:11]=[CH:10][C:9]=1[C:14]1[C:19]([C:20]([O:22][CH2:23][CH3:24])=[O:21])=[C:18]([CH3:25])[NH:17][C:16](=O)[N:15]=1.C1CN([P+](Br)(N2CCCC2)N2CCCC2)CC1.F[P-](F)(F)(F)(F)F.C(N(CC)CC)C. Product: [CH2:23]([O:22][C:20]([C:19]1[C:14]([C:9]2[CH:10]=[CH:11][CH:12]=[CH:13][C:8]=2[F:7])=[N:15][C:16]([N:1]2[CH2:6][CH2:5][O:4][CH2:3][CH2:2]2)=[N:17][C:18]=1[CH3:25])=[O:21])[CH3:24]. The catalyst class is: 225.